The task is: Predict the reaction yield, written as a fraction of the theoretical maximum amount of product (1.0 means a 100% yield; for example, 0.34 means a 34% yield).. This data is from Reaction yield outcomes from USPTO patents with 853,638 reactions. (1) The reactants are [NH2:1][C:2]1[CH:9]=[C:8]([F:10])[C:7]([Cl:11])=[CH:6][C:3]=1[CH:4]=O.CC1(C)[O:18][C:17](=O)[CH:16]=[C:15]([CH3:20])[O:14]1. The catalyst is C1(C)C=CC=C(C)C=1. The product is [C:15]([C:16]1[C:17](=[O:18])[NH:1][C:2]2[C:3]([CH:4]=1)=[CH:6][C:7]([Cl:11])=[C:8]([F:10])[CH:9]=2)(=[O:14])[CH3:20]. The yield is 0.500. (2) The reactants are [H-].[Na+].[CH3:3][O:4][C:5]([C:7]1([CH:20]([OH:22])[CH3:21])[O:12][CH2:11][CH2:10][N:9]([C:13]([O:15][C:16]([CH3:19])([CH3:18])[CH3:17])=[O:14])[CH2:8]1)=[O:6].C1C(Cl)=CN=C(N([S:31]([C:34]([F:37])([F:36])[F:35])(=[O:33])=[O:32])[S:31]([C:34]([F:37])([F:36])[F:35])(=[O:33])=[O:32])C=1. The catalyst is O1CCCC1. The product is [CH3:3][O:4][C:5]([C:7]1([CH:20]([O:22][S:31]([C:34]([F:37])([F:36])[F:35])(=[O:33])=[O:32])[CH3:21])[O:12][CH2:11][CH2:10][N:9]([C:13]([O:15][C:16]([CH3:18])([CH3:17])[CH3:19])=[O:14])[CH2:8]1)=[O:6]. The yield is 0.750.